From a dataset of Forward reaction prediction with 1.9M reactions from USPTO patents (1976-2016). Predict the product of the given reaction. (1) Given the reactants [CH2:1]([N:8]([CH3:41])[C:9](=[O:40])[CH2:10][CH2:11][C@@H:12]1[CH2:16][C@@H:15]([S:17]CC2C=CC(OC)=CC=2)[CH2:14][N:13]1[S:27]([C:30]1[CH:39]=[CH:38][C:37]2[C:32](=[CH:33][CH:34]=[CH:35][CH:36]=2)[CH:31]=1)(=[O:29])=[O:28])[C:2]1[CH:7]=[CH:6][CH:5]=[CH:4][CH:3]=1.C([SiH](CC)CC)C, predict the reaction product. The product is: [CH2:1]([N:8]([CH3:41])[C:9](=[O:40])[CH2:10][CH2:11][C@@H:12]1[CH2:16][C@@H:15]([SH:17])[CH2:14][N:13]1[S:27]([C:30]1[CH:39]=[CH:38][C:37]2[C:32](=[CH:33][CH:34]=[CH:35][CH:36]=2)[CH:31]=1)(=[O:29])=[O:28])[C:2]1[CH:7]=[CH:6][CH:5]=[CH:4][CH:3]=1. (2) Given the reactants [CH:1]1([C:4](=O)[CH3:5])[CH2:3][CH2:2]1.[CH3:7][C:8]1([CH3:16])[O:13][C:12](=[O:14])[CH2:11][C:10](=[O:15])[O:9]1, predict the reaction product. The product is: [CH:1]1([C:4](=[C:11]2[C:12](=[O:14])[O:13][C:8]([CH3:16])([CH3:7])[O:9][C:10]2=[O:15])[CH3:5])[CH2:3][CH2:2]1. (3) Given the reactants C([O:3][C:4]1[CH2:9][CH:8]([CH2:10][CH:11]([S:13][CH3:14])[CH3:12])[CH2:7][C:6](=[O:15])[CH:5]=1)C, predict the reaction product. The product is: [CH3:14][S:13][CH:11]([CH3:12])[CH2:10][CH:8]1[CH2:9][C:4](=[O:3])[CH2:5][C:6](=[O:15])[CH2:7]1. (4) Given the reactants N[C:2]1[CH:7]=[C:6]([F:8])[C:5]([N:9]2[CH2:14][CH2:13][N:12]([C:15]([O:17][C:18]([CH3:21])([CH3:20])[CH3:19])=[O:16])[CH2:11][CH2:10]2)=[C:4]([F:22])[CH:3]=1.[OH:23]S(O)(=O)=O.N([O-])=O.[Na+], predict the reaction product. The product is: [OH:23][C:2]1[CH:7]=[C:6]([F:8])[C:5]([N:9]2[CH2:14][CH2:13][N:12]([C:15]([O:17][C:18]([CH3:21])([CH3:20])[CH3:19])=[O:16])[CH2:11][CH2:10]2)=[C:4]([F:22])[CH:3]=1. (5) Given the reactants [C:1]([O:5][C:6]([N:8]1[CH2:13][CH2:12][N:11]([C:14]2[N:19]=[CH:18][C:17]([O:20][CH2:21][C:22]3[CH:30]=[CH:29][C:25]([C:26]([OH:28])=O)=[CH:24][CH:23]=3)=[CH:16][N:15]=2)[CH2:10][CH2:9]1)=[O:7])([CH3:4])([CH3:3])[CH3:2].[CH3:31][NH:32][CH2:33][CH2:34][OH:35].O.[Cl-].COC1N=C(OC)N=C([N+]2(C)CCOCC2)N=1, predict the reaction product. The product is: [OH:35][CH2:34][CH2:33][N:32]([CH3:31])[C:26]([C:25]1[CH:24]=[CH:23][C:22]([CH2:21][O:20][C:17]2[CH:16]=[N:15][C:14]([N:11]3[CH2:10][CH2:9][N:8]([C:6]([O:5][C:1]([CH3:2])([CH3:4])[CH3:3])=[O:7])[CH2:13][CH2:12]3)=[N:19][CH:18]=2)=[CH:30][CH:29]=1)=[O:28]. (6) Given the reactants [CH:1]([Si:3]([Cl:6])(Cl)[Cl:4])=[CH2:2].[CH3:7][SiH:8]([Cl:10])[Cl:9], predict the reaction product. The product is: [CH3:7][Si:8]([Cl:10])([Cl:9])[CH:2]1[CH2:1][Si:3]([Cl:6])([Cl:4])[CH:2]([Si:8]([CH3:7])([Cl:10])[Cl:9])[CH2:1][Si:3]1([Cl:6])[Cl:4]. (7) Given the reactants [C:1]([O:5][C:6](=[O:25])[NH:7][CH2:8][CH2:9][CH2:10][CH2:11][C@H:12]([NH:17][C:18]([CH:20]1[CH2:24][CH2:23][CH2:22][CH2:21]1)=[O:19])[C:13](=[O:16])[CH2:14]Br)([CH3:4])([CH3:3])[CH3:2].[F:26][C:27]1[C:32]([F:33])=[CH:31][C:30]([F:34])=[C:29]([F:35])[C:28]=1[OH:36].[F-].[K+], predict the reaction product. The product is: [C:1]([O:5][C:6](=[O:25])[NH:7][CH2:8][CH2:9][CH2:10][CH2:11][C@H:12]([NH:17][C:18]([CH:20]1[CH2:24][CH2:23][CH2:22][CH2:21]1)=[O:19])[C:13](=[O:16])[CH2:14][O:36][C:28]1[C:29]([F:35])=[C:30]([F:34])[CH:31]=[C:32]([F:33])[C:27]=1[F:26])([CH3:4])([CH3:3])[CH3:2]. (8) Given the reactants C(Cl)(=O)C.[NH:5]1[CH2:10][CH:9]=[C:8]([C:11]2[N:16]=[CH:15][C:14]([NH:17][C:18]([N:20]3[CH2:28][C:27]4[C:22](=[CH:23][CH:24]=[CH:25][CH:26]=4)[CH2:21]3)=[O:19])=[CH:13][CH:12]=2)[CH2:7][CH2:6]1.NC1C=C2C(=CC=1)CN(C(N[C:42]1[CH:47]=[CH:46][C:45]([C:48](=[O:53])NCCC)=[CH:44][CH:43]=1)=O)C2, predict the reaction product. The product is: [C:48]([N:5]1[CH2:6][CH:7]=[C:8]([C:11]2[CH:12]=[CH:13][C:14]([NH:17][C:18]([N:20]3[CH2:21][C:22]4[C:27](=[CH:26][CH:25]=[CH:24][CH:23]=4)[CH2:28]3)=[O:19])=[CH:15][N:16]=2)[CH2:9][CH2:10]1)(=[O:53])[C:45]1[CH:46]=[CH:47][CH:42]=[CH:43][CH:44]=1.